This data is from Full USPTO retrosynthesis dataset with 1.9M reactions from patents (1976-2016). The task is: Predict the reactants needed to synthesize the given product. (1) Given the product [NH2:1][C@@H:4]1[CH2:9][O:8][C@@H:7]([CH3:10])[CH2:6][C@@H:5]1[NH:11][C:12](=[O:18])[O:13][C:14]([CH3:17])([CH3:16])[CH3:15], predict the reactants needed to synthesize it. The reactants are: [N:1]([C@@H:4]1[CH2:9][O:8][C@@H:7]([CH3:10])[CH2:6][C@@H:5]1[NH:11][C:12](=[O:18])[O:13][C:14]([CH3:17])([CH3:16])[CH3:15])=[N+]=[N-]. (2) Given the product [F:14][C:9]1([F:15])[CH2:8][N:7]([CH2:16][C:17]2[CH:22]=[CH:21][C:20]([O:23][CH3:24])=[CH:19][CH:18]=2)[C:6]2[N:25]=[C:2]([NH:26][C:27]3[CH:42]=[CH:41][C:30]([C:31]([NH:33][CH:34]4[CH2:35][CH2:36][N:37]([CH3:40])[CH2:38][CH2:39]4)=[O:32])=[CH:29][C:28]=3[O:43][CH3:44])[N:3]=[CH:4][C:5]=2[N:11]([CH3:12])[C:10]1=[O:13], predict the reactants needed to synthesize it. The reactants are: Cl[C:2]1[N:3]=[CH:4][C:5]2[N:11]([CH3:12])[C:10](=[O:13])[C:9]([F:15])([F:14])[CH2:8][N:7]([CH2:16][C:17]3[CH:22]=[CH:21][C:20]([O:23][CH3:24])=[CH:19][CH:18]=3)[C:6]=2[N:25]=1.[NH2:26][C:27]1[CH:42]=[CH:41][C:30]([C:31]([NH:33][CH:34]2[CH2:39][CH2:38][N:37]([CH3:40])[CH2:36][CH2:35]2)=[O:32])=[CH:29][C:28]=1[O:43][CH3:44].O.C1(C)C=CC(S(O)(=O)=O)=CC=1.C(=O)([O-])[O-].[Na+].[Na+]. (3) The reactants are: [CH2:1]([NH:3][CH2:4][CH3:5])[CH3:2].[O:6]1CC[O:9][CH2:8][CH2:7]1.[C:12](OCC)(=O)[CH3:13]. Given the product [CH2:1]([N:3]([CH2:12][CH3:13])[CH2:4][CH2:5][CH:8]([OH:9])[CH2:7][OH:6])[CH3:2], predict the reactants needed to synthesize it.